Binary Classification. Given a miRNA mature sequence and a target amino acid sequence, predict their likelihood of interaction. From a dataset of Experimentally validated miRNA-target interactions with 360,000+ pairs, plus equal number of negative samples. (1) The miRNA is hsa-miR-1229-5p with sequence GUGGGUAGGGUUUGGGGGAGAGCG. The protein sequence of the target gene is MSVEPPPELEEKAASEPEAGAMPEKRAGAQAAGSTWLQGFGRPSVYHAAIVIFLEFFAWGLLTTPMLTVLHETFSQHTFLMNGLIQGVKGLLSFLSAPLIGALSDVWGRKPFLLGTVFFTCFPIPLMRISPWWYFAMISVSGVFSVTFSVIFAYVADVTQEHERSTAYGWVSATFAASLVSSPAIGAYLSASYGDSLVVLVATVVALLDICFILVAVPESLPEKMRPVSWGAQISWKQADPFASLKKVGKDSTVLLICITVFLSYLPEAGQYSSFFLYLRQVIGFGSVKIAAFIAMVGIL.... Result: 0 (no interaction). (2) The miRNA is hsa-miR-4666a-5p with sequence AUACAUGUCAGAUUGUAUGCC. The protein sequence of the target gene is MSSTAAFYLLSTLGGYLVTSFLLLKYPTLLHQRKKQRFLSKHISHRGGAGENLENTMAAFQHAVKIGTDMLELDCHITKDEQVVVSHDENLKRATGVNVNISDLKYCELPPYLGKLDVSFQRACQCEGKDNRIPLLKEVFEAFPNTPINIDIKVNNNVLIKKVSELVKRYNREHLTVWGNANYEIVEKCYKENSDIPILFSLQRVLLILGLFFTGLLPFVPIREQFFEIPMPSIILKLKEPHTMSRSQKFLIWLSDLLLMRKALFDHLTARGIQVYIWVLNEEQEYKRAFDLGATGVMTD.... Result: 1 (interaction). (3) The protein sequence of the target gene is MELGHGAGTTTFTRAHLNDKEGQQDLDPWKAAYSSLDTSKFKNQGLSSPQPLPLGASAQGSSLGQCHLKEIPPPPPTAASRDSLGMDPQSRSLKNAGSRSSSRENRATSGEGAQPCQGTDDGPSLGAQDQRSTPTNQKGSIIPNNIRHKFGSNVVDQLVSEEQAQKAIDEVFEGQKRASSWPSRTQNPVEISSVFSDYYDLGYNMRSNLFRGAAEETKSLMKASYTPEVIEKSVRDLEHWHGRKTDDLGRWHQKNAMNLNLQKALEEKYGENSKSKSSKY. The miRNA is hsa-miR-6747-5p with sequence AGGGGUGUGGAAAGAGGCAGAACA. Result: 0 (no interaction).